Dataset: Peptide-MHC class I binding affinity with 185,985 pairs from IEDB/IMGT. Task: Regression. Given a peptide amino acid sequence and an MHC pseudo amino acid sequence, predict their binding affinity value. This is MHC class I binding data. (1) The peptide sequence is NVEEDLARNL. The MHC is HLA-A02:01 with pseudo-sequence HLA-A02:01. The binding affinity (normalized) is 0. (2) The peptide sequence is YKTWAYHGSY. The MHC is HLA-A30:02 with pseudo-sequence HLA-A30:02. The binding affinity (normalized) is 0.228.